From a dataset of Catalyst prediction with 721,799 reactions and 888 catalyst types from USPTO. Predict which catalyst facilitates the given reaction. (1) Reactant: Br[C:2]1[CH:7]=[CH:6][C:5]([O:8][CH3:9])=[CH:4][CH:3]=1.[Mg].[Br:11][CH2:12][CH2:13][CH2:14][CH2:15]Br.[Li+].[Cl-].[Cl-].[NH4+]. Product: [Br:11][CH2:12][CH2:13][CH2:14][CH2:15][C:2]1[CH:7]=[CH:6][C:5]([O:8][CH3:9])=[CH:4][CH:3]=1. The catalyst class is: 54. (2) Reactant: C[N:2](C(ON1N=NC2C=CC=NC1=2)=[N+](C)C)C.F[P-](F)(F)(F)(F)F.[C:25]([C:29]1[CH:30]=[C:31]2[C:36](=[CH:37][CH:38]=1)[C:35](=[O:39])[N:34]([C:40]1[C:41]([CH2:55][OH:56])=[C:42]([C:46]3[N:50]([CH3:51])[C:49]([C:52](O)=[O:53])=[CH:48][CH:47]=3)[CH:43]=[CH:44][CH:45]=1)[N:33]=[CH:32]2)([CH3:28])([CH3:27])[CH3:26]. Product: [C:25]([C:29]1[CH:30]=[C:31]2[C:36](=[CH:37][CH:38]=1)[C:35](=[O:39])[N:34]([C:40]1[C:41]([CH2:55][OH:56])=[C:42]([C:46]3[N:50]([CH3:51])[C:49]([C:52]([NH2:2])=[O:53])=[CH:48][CH:47]=3)[CH:43]=[CH:44][CH:45]=1)[N:33]=[CH:32]2)([CH3:28])([CH3:26])[CH3:27]. The catalyst class is: 1. (3) Reactant: [Cl:1][C:2]1[C:3]([C:31](=[O:41])[N:32]([CH2:37][CH2:38][CH2:39][CH3:40])[CH2:33][CH2:34][CH2:35][CH3:36])=[N:4][N:5]([C:8]2[CH:18]=[CH:17][C:11]([C:12]([O:14]CC)=[O:13])=[CH:10][C:9]=2[C:19]([N:21]2[CH2:30][CH2:29][C:28]3[C:23](=[CH:24][CH:25]=[CH:26][CH:27]=3)[CH2:22]2)=[O:20])[C:6]=1[CH3:7].[OH-].[Na+]. Product: [Cl:1][C:2]1[C:3]([C:31](=[O:41])[N:32]([CH2:37][CH2:38][CH2:39][CH3:40])[CH2:33][CH2:34][CH2:35][CH3:36])=[N:4][N:5]([C:8]2[CH:18]=[CH:17][C:11]([C:12]([OH:14])=[O:13])=[CH:10][C:9]=2[C:19]([N:21]2[CH2:30][CH2:29][C:28]3[C:23](=[CH:24][CH:25]=[CH:26][CH:27]=3)[CH2:22]2)=[O:20])[C:6]=1[CH3:7]. The catalyst class is: 301. (4) Reactant: [C:1]1([O:7]C(Cl)=O)C=CC=CC=1.[O:11]1[CH2:15][CH2:14][O:13][CH:12]1[C:16]1[CH:17]=[CH:18][C:19]([C:22]2[S:30][C:29]3[C:24](=[N:25][CH:26]=[CH:27][C:28]=3[O:31][C:32]3[CH:38]=[CH:37][C:35]([NH2:36])=[CH:34][C:33]=3[F:39])[CH:23]=2)=[N:20][CH:21]=1.N1C=CC=CC=1.[NH2:46][CH:47]1[CH2:50][N:49]([C:51]([O:53][C:54]([CH3:57])([CH3:56])[CH3:55])=[O:52])[CH2:48]1. Product: [O:11]1[CH2:15][CH2:14][O:13][CH:12]1[C:16]1[CH:17]=[CH:18][C:19]([C:22]2[S:30][C:29]3[C:24](=[N:25][CH:26]=[CH:27][C:28]=3[O:31][C:32]3[CH:38]=[CH:37][C:35]([NH:36][C:1](=[O:7])[NH:46][CH:47]4[CH2:48][N:49]([C:51]([O:53][C:54]([CH3:57])([CH3:56])[CH3:55])=[O:52])[CH2:50]4)=[CH:34][C:33]=3[F:39])[CH:23]=2)=[N:20][CH:21]=1. The catalyst class is: 179.